Dataset: Reaction yield outcomes from USPTO patents with 853,638 reactions. Task: Predict the reaction yield, written as a fraction of the theoretical maximum amount of product (1.0 means a 100% yield; for example, 0.34 means a 34% yield). (1) The reactants are [Br:1][C:2]1[CH:11]=[CH:10][C:9]2[O:8][C@@H:7]3[CH2:12][C@H:13](OCC)[O:14][CH2:15][C@@H:6]3[C:5](=[O:19])[C:4]=2[CH:3]=1.C([SiH](CC)CC)C.B(F)(F)F. The catalyst is C(Cl)Cl. The product is [Br:1][C:2]1[CH:11]=[CH:10][C:9]2[O:8][C@@H:7]3[CH2:12][CH2:13][O:14][CH2:15][C@@H:6]3[C:5](=[O:19])[C:4]=2[CH:3]=1. The yield is 0.670. (2) The product is [CH3:8][C:6]1[CH:7]=[C:2]([C:19]2[N:24]=[CH:23][CH:22]=[CH:21][N:20]=2)[C:3]([C:9]([O:11][CH3:33])=[O:10])=[N:4][CH:5]=1. The reactants are Br[C:2]1[C:3]([C:9]([O-:11])=[O:10])=[N:4][CH:5]=[C:6]([CH3:8])[CH:7]=1.[Li+].[Cl-].C([Sn](CCCC)(CCCC)[C:19]1[N:24]=[CH:23][CH:22]=[CH:21][N:20]=1)CCC.[C:33]1(C)C=CC=CC=1. The yield is 0.680. The catalyst is O.C1C=CC([P]([Pd]([P](C2C=CC=CC=2)(C2C=CC=CC=2)C2C=CC=CC=2)([P](C2C=CC=CC=2)(C2C=CC=CC=2)C2C=CC=CC=2)[P](C2C=CC=CC=2)(C2C=CC=CC=2)C2C=CC=CC=2)(C2C=CC=CC=2)C2C=CC=CC=2)=CC=1. (3) The reactants are [CH3:1][O:2][C:3]1[CH:4]=[C:5]2[C:10](=[CH:11][C:12]=1[O:13][CH3:14])[N:9]=[C:8]([S:15][CH3:16])[CH:7]=[C:6]2[O:17][C:18]1[CH:23]=[CH:22][C:21]([NH2:24])=[CH:20][C:19]=1[F:25].[F:26][C:27]1[CH:32]=[CH:31][C:30]([NH:33][C:34]([C:36]2([C:39](O)=[O:40])[CH2:38][CH2:37]2)=[O:35])=[CH:29][CH:28]=1.CN(C(ON1N=NC2C=CC=NC1=2)=[N+](C)C)C.F[P-](F)(F)(F)(F)F.O. The catalyst is CN(C=O)C. The product is [CH3:1][O:2][C:3]1[CH:4]=[C:5]2[C:10](=[CH:11][C:12]=1[O:13][CH3:14])[N:9]=[C:8]([S:15][CH3:16])[CH:7]=[C:6]2[O:17][C:18]1[CH:23]=[CH:22][C:21]([NH:24][C:39]([C:36]2([C:34]([NH:33][C:30]3[CH:31]=[CH:32][C:27]([F:26])=[CH:28][CH:29]=3)=[O:35])[CH2:38][CH2:37]2)=[O:40])=[CH:20][C:19]=1[F:25]. The yield is 0.110. (4) The reactants are C[N:2](C)[CH:3]=[CH:4][C:5]1[C:13]2[O:12][CH:11]=[CH:10][C:9]=2[C:8]([N+:14]([O-:16])=[O:15])=[CH:7][CH:6]=1.NOS(O)(=O)=O.CN(C)C=O. The catalyst is C(OCC)C. The product is [N+:14]([C:8]1[C:9]2[CH:10]=[CH:11][O:12][C:13]=2[C:5]([CH2:4][C:3]#[N:2])=[CH:6][CH:7]=1)([O-:16])=[O:15]. The yield is 0.640. (5) The reactants are [C:1]([NH:5][S:6]([C:9]1[CH:14]=[CH:13][CH:12]=[C:11]([C:15]2[N:23]3[C:18]([CH:19]=[N:20][C:21](O)=[N:22]3)=[CH:17][CH:16]=2)[CH:10]=1)(=[O:8])=[O:7])([CH3:4])([CH3:3])[CH3:2].C1C=CC(N(S(C(F)(F)F)(=O)=O)S(C(F)(F)F)(=O)=O)=CC=1.C(N(CC)C(C)C)(C)C.CN(C)C=O.[CH3:60][C:61]1[O:62][C:63]2[CH:69]=[CH:68][C:67]([NH2:70])=[CH:66][C:64]=2[N:65]=1.Cl. No catalyst specified. The product is [C:1]([NH:5][S:6]([C:9]1[CH:14]=[CH:13][CH:12]=[C:11]([C:15]2[N:23]3[C:18]([CH:19]=[N:20][C:21]([NH:70][C:67]4[CH:68]=[CH:69][C:63]5[O:62][C:61]([CH3:60])=[N:65][C:64]=5[CH:66]=4)=[N:22]3)=[CH:17][CH:16]=2)[CH:10]=1)(=[O:7])=[O:8])([CH3:2])([CH3:4])[CH3:3]. The yield is 0.400. (6) The reactants are [C:1]([O:5][C:6]([C@@H:8]([CH2:12][CH2:13][OH:14])[C:9]([OH:11])=[O:10])=[O:7])([CH3:4])([CH3:3])[CH3:2].[CH:15]1([NH:21][CH:22]2[CH2:27][CH2:26][CH2:25][CH2:24][CH2:23]2)[CH2:20][CH2:19][CH2:18][CH2:17][CH2:16]1. The catalyst is CCO. The product is [C:1]([O:5][C:6]([C@@H:8]([CH2:12][CH2:13][OH:14])[C:9]([OH:11])=[O:10])=[O:7])([CH3:3])([CH3:4])[CH3:2].[CH:22]1([NH:21][CH:15]2[CH2:16][CH2:17][CH2:18][CH2:19][CH2:20]2)[CH2:23][CH2:24][CH2:25][CH2:26][CH2:27]1. The yield is 0.950. (7) The reactants are [NH2:1][C:2]1[CH:3]=[C:4]([CH:21]=[CH:22][CH:23]=1)[O:5][C:6]1[CH:18]=[CH:17][C:9]2[N:10]=[C:11]([NH:13][C:14](=[O:16])[CH3:15])[S:12][C:8]=2[C:7]=1[C:19]#[N:20].[N:24]([C:27]1[CH:32]=[CH:31][C:30]([C:33]([CH3:36])([CH3:35])[CH3:34])=[CH:29][CH:28]=1)=[C:25]=[O:26]. The catalyst is CN(C)C=O.C(OCC)(=O)C. The product is [C:33]([C:30]1[CH:31]=[CH:32][C:27]([NH:24][C:25]([NH:1][C:2]2[CH:3]=[C:4]([CH:21]=[CH:22][CH:23]=2)[O:5][C:6]2[CH:18]=[CH:17][C:9]3[N:10]=[C:11]([NH:13][C:14](=[O:16])[CH3:15])[S:12][C:8]=3[C:7]=2[C:19]#[N:20])=[O:26])=[CH:28][CH:29]=1)([CH3:36])([CH3:34])[CH3:35]. The yield is 0.400.